From a dataset of Catalyst prediction with 721,799 reactions and 888 catalyst types from USPTO. Predict which catalyst facilitates the given reaction. (1) Reactant: [CH:1]1([NH:6][C:7]2[CH:8]=[C:9]([CH2:24][S:25]([CH3:28])(=[O:27])=[O:26])[CH:10]=[C:11]3[C:15]=2[NH:14][C:13]([C:16]2[S:17][CH2:18][C@@H:19]([CH2:21][CH2:22]O)[N:20]=2)=[CH:12]3)[CH2:5][CH2:4][CH2:3][CH2:2]1.[I:29]I.C1(P(C2C=CC=CC=2)C2C=CC=CC=2)C=CC=CC=1.N1C=CN=C1. Product: [CH:1]1([NH:6][C:7]2[CH:8]=[C:9]([CH2:24][S:25]([CH3:28])(=[O:27])=[O:26])[CH:10]=[C:11]3[C:15]=2[NH:14][C:13]([C:16]2[S:17][CH2:18][C@@H:19]([CH2:21][CH2:22][I:29])[N:20]=2)=[CH:12]3)[CH2:5][CH2:4][CH2:3][CH2:2]1. The catalyst class is: 30. (2) Reactant: [CH3:1][N:2]([CH2:13][C:14]#[CH:15])[C@H:3]([CH3:12])[C@H:4]([C:6]1[CH:11]=[CH:10][CH:9]=[CH:8][CH:7]=1)O.C(N(CC)CC)C.S([Cl:27])(C)(=O)=O.C([O-])([O-])=O.[Na+].[Na+]. Product: [Cl:27][C@H:4]([C:6]1[CH:11]=[CH:10][CH:9]=[CH:8][CH:7]=1)[C@H:3]([N:2]([CH3:1])[CH2:13][C:14]#[CH:15])[CH3:12]. The catalyst class is: 1. (3) Reactant: C(O[C:9]1[C:14]([O:15][CH3:16])=[CH:13][CH:12]=[CH:11][C:10]=1[CH2:17][CH:18]([OH:28])[CH2:19][O:20][Si:21]([C:24]([CH3:27])([CH3:26])[CH3:25])([CH3:23])[CH3:22])C1C=CC=CC=1.[Si](OCC(O)CC1C=CC=C(OC)C=1O)(C(C)(C)C)(C)C.C1(O)C=CC=CC=1.C1(P(C2C=CC=CC=2)C2C=CC=CC=2)C=CC=CC=1.CCOC(/N=N/C(OCC)=O)=O. Product: [C:24]([Si:21]([O:20][CH2:19][CH:18]1[CH2:17][C:10]2[CH:11]=[CH:12][CH:13]=[C:14]([O:15][CH3:16])[C:9]=2[O:28]1)([CH3:22])[CH3:23])([CH3:25])([CH3:26])[CH3:27]. The catalyst class is: 45. (4) Reactant: [CH3:1][C:2]1[C:6]2[CH:7]=[C:8]([C:11]([F:14])([F:13])[F:12])[CH:9]=[CH:10][C:5]=2[S:4][C:3]=1[C:15]([OH:17])=O.C(N1C=CN=C1)(N1C=CN=C1)=O.[CH3:30][NH:31][O:32][CH3:33]. Product: [CH3:30][N:31]([O:32][CH3:33])[C:15]([C:3]1[S:4][C:5]2[CH:10]=[CH:9][C:8]([C:11]([F:14])([F:13])[F:12])=[CH:7][C:6]=2[C:2]=1[CH3:1])=[O:17]. The catalyst class is: 2.